From a dataset of Full USPTO retrosynthesis dataset with 1.9M reactions from patents (1976-2016). Predict the reactants needed to synthesize the given product. (1) Given the product [CH2:1]([O:3][C:4]([C:6]1[CH:7]=[N:8][C:9]2[C:14]([C:15]=1[Cl:19])=[CH:13][CH:12]=[CH:11][CH:10]=2)=[O:5])[CH3:2], predict the reactants needed to synthesize it. The reactants are: [CH2:1]([O:3][C:4]([C:6]1[CH:7]=[N:8][C:9]2[C:14]([C:15]=1O)=[CH:13][CH:12]=[CH:11][CH:10]=2)=[O:5])[CH3:2].O=P(Cl)(Cl)[Cl:19].[OH-].[Na+]. (2) Given the product [Br:1][C:2]1[N:3]=[CH:4][C:5]([N:8]([CH3:14])[C:9](=[O:11])[CH3:10])=[N:6][CH:7]=1, predict the reactants needed to synthesize it. The reactants are: [Br:1][C:2]1[N:3]=[CH:4][C:5]([NH:8][C:9](=[O:11])[CH3:10])=[N:6][CH:7]=1.[H-].[Na+].[CH3:14]I. (3) Given the product [CH:23]1[CH:22]=[CH:21][N:20]=[C:19]([C:17]2[CH:16]=[CH:15][CH:14]=[CH:13][N:18]=2)[CH:24]=1.[NH:7]1[CH:11]=[CH:10][CH:9]=[N:8]1, predict the reactants needed to synthesize it. The reactants are: C(O[K])(C)(C)C.[NH:7]1[CH:11]=[CH:10][CH:9]=[N:8]1.Cl[C:13]1[N:18]=[C:17]([C:19]2[CH:24]=[CH:23][CH:22]=[CH:21][N:20]=2)[CH:16]=[CH:15][CH:14]=1. (4) Given the product [C:1]([O:5][C:6]([N:8]1[CH2:13][CH2:12][C:11]2[N:14]([CH3:24])[C:15]([C:17]3[CH:22]=[CH:21][N:20]=[C:19]([NH:23][C:32]([C:29]4[S:30][CH:31]=[C:27]([CH3:26])[CH:28]=4)=[O:33])[N:18]=3)=[CH:16][C:10]=2[C:9]1=[O:25])=[O:7])([CH3:4])([CH3:3])[CH3:2], predict the reactants needed to synthesize it. The reactants are: [C:1]([O:5][C:6]([N:8]1[CH2:13][CH2:12][C:11]2[N:14]([CH3:24])[C:15]([C:17]3[CH:22]=[CH:21][N:20]=[C:19]([NH2:23])[N:18]=3)=[CH:16][C:10]=2[C:9]1=[O:25])=[O:7])([CH3:4])([CH3:3])[CH3:2].[CH3:26][C:27]1[CH:28]=[C:29]([C:32](Cl)=[O:33])[S:30][CH:31]=1. (5) Given the product [Cl:1][C:2]1[C:7](=[O:8])[N:6]([CH3:9])[CH:5]=[C:4]([N:10]2[CH:11]([C:23]3[CH:28]=[CH:27][C:26]([Cl:29])=[CH:25][CH:24]=3)[C:12]3[C:13](=[N:14][N:15]([CH:17]4[CH2:18][CH2:19]4)[CH:16]=3)[C:20]2=[O:21])[CH:3]=1, predict the reactants needed to synthesize it. The reactants are: [Cl:1][C:2]1[C:7](=[O:8])[N:6]([CH3:9])[CH:5]=[C:4]([NH:10][CH:11]([C:23]2[CH:28]=[CH:27][C:26]([Cl:29])=[CH:25][CH:24]=2)[C:12]2[C:13]([C:20](O)=[O:21])=[N:14][N:15]([CH:17]3[CH2:19][CH2:18]3)[CH:16]=2)[CH:3]=1.